Dataset: Retrosynthesis with 50K atom-mapped reactions and 10 reaction types from USPTO. Task: Predict the reactants needed to synthesize the given product. (1) Given the product CC(C)[C@@H](C(=O)O)N1Cc2cc(-c3ccc(NC(=O)Nc4cccc(C(F)(F)F)c4)cc3)ccc2C1=O, predict the reactants needed to synthesize it. The reactants are: COC(=O)[C@H](C(C)C)N1Cc2cc(-c3ccc(NC(=O)Nc4cccc(C(F)(F)F)c4)cc3)ccc2C1=O. (2) Given the product COc1ccc(F)c(C(=O)c2cc(Cl)ccc2-n2cccc2)c1OC, predict the reactants needed to synthesize it. The reactants are: COc1ccc(F)c(C(O)c2cc(Cl)ccc2-n2cccc2)c1OC. (3) The reactants are: CCN.CCNC(=O)c1cccc(Br)n1. Given the product CCNC(=O)c1cccc(NCC)n1, predict the reactants needed to synthesize it.